Dataset: Forward reaction prediction with 1.9M reactions from USPTO patents (1976-2016). Task: Predict the product of the given reaction. (1) Given the reactants CC1(C)[O:9][C:8](=[O:10])[C:5]2([CH2:7][CH2:6]2)[C:4](=[O:11])O1.[CH2:13]([C:15]1[CH:21]=[CH:20][CH:19]=[CH:18][C:16]=1[NH2:17])[CH3:14], predict the reaction product. The product is: [CH2:13]([C:15]1[CH:21]=[CH:20][CH:19]=[CH:18][C:16]=1[N:17]1[CH2:6][CH2:7][CH:5]([C:8]([OH:9])=[O:10])[C:4]1=[O:11])[CH3:14]. (2) Given the reactants C(OC(=O)[NH:7][C:8]1[C:13]([I:14])=[C:12]([Cl:15])[CH:11]=[CH:10][N:9]=1)(C)(C)C.[OH-].[Na+], predict the reaction product. The product is: [Cl:15][C:12]1[CH:11]=[CH:10][N:9]=[C:8]([NH2:7])[C:13]=1[I:14].